This data is from Forward reaction prediction with 1.9M reactions from USPTO patents (1976-2016). The task is: Predict the product of the given reaction. (1) Given the reactants C([O-])([O-])=O.[K+].[K+].Cl[C:8]1[CH:9]=[N+:10]([O-:17])[CH:11]=[CH:12][C:13]=1[N+:14]([O-:16])=[O:15].[CH2:18]([NH:20]CC)[CH3:19], predict the reaction product. The product is: [CH2:18]([NH:20][C:8]1[CH:9]=[N+:10]([O-:17])[CH:11]=[CH:12][C:13]=1[N+:14]([O-:16])=[O:15])[CH3:19]. (2) Given the reactants Cl[C:2]1[N:7]=[CH:6][N:5]=[C:4]([NH:8][S:9]([CH2:12][CH2:13][C:14]2[CH:19]=[CH:18][CH:17]=[CH:16][CH:15]=2)(=[O:11])=[O:10])[C:3]=1[C:20]1[CH:25]=[CH:24][C:23]([CH3:26])=[CH:22][CH:21]=1.C(O)(=O)C[C:29](CC(O)=O)([C:31](O)=[O:32])[OH:30], predict the reaction product. The product is: [OH:30][CH2:29][CH2:31][O:32][C:2]1[N:7]=[CH:6][N:5]=[C:4]([NH:8][S:9]([CH2:12][CH2:13][C:14]2[CH:19]=[CH:18][CH:17]=[CH:16][CH:15]=2)(=[O:11])=[O:10])[C:3]=1[C:20]1[CH:25]=[CH:24][C:23]([CH3:26])=[CH:22][CH:21]=1. (3) Given the reactants [C:1]([C:3]1[CH:4]=[N:5][CH:6]=[CH:7][CH:8]=1)#[N:2].[N-:9]=[N+:10]=[N-:11].[Na+].[Cl-].[NH4+].[Cl-].[Li+], predict the reaction product. The product is: [NH:9]1[C:1]([C:3]2[CH:4]=[N:5][CH:6]=[CH:7][CH:8]=2)=[N:2][N:11]=[N:10]1. (4) The product is: [C:1]([O:5][C:6]([N:8]([CH3:21])[CH2:9][CH2:10][CH2:11][CH2:12][CH2:13][O:14][CH2:15][C:16]([O:18][CH2:19][CH3:20])=[O:17])=[O:7])([CH3:4])([CH3:3])[CH3:2]. Given the reactants [C:1]([O:5][C:6]([NH:8][CH2:9][CH2:10][CH2:11][CH2:12][CH2:13][O:14][CH2:15][C:16]([O:18][CH2:19][CH3:20])=[O:17])=[O:7])([CH3:4])([CH3:3])[CH3:2].[CH3:21]I.[H-].[Na+].O, predict the reaction product. (5) The product is: [CH3:1][O:2][C:3]1[CH:8]=[CH:7][CH:6]=[CH:5][C:4]=1[N:9]1[CH2:15][CH2:14][CH2:13][CH2:12][C@H:11]([N:16]([CH3:28])[C:17](=[O:23])[O:18][C:19]([CH3:21])([CH3:20])[CH3:22])[C:10]1=[O:24]. Given the reactants [CH3:1][O:2][C:3]1[CH:8]=[CH:7][CH:6]=[CH:5][C:4]=1[N:9]1[CH2:15][CH2:14][CH2:13][CH2:12][C@H:11]([NH:16][C:17](=[O:23])[O:18][C:19]([CH3:22])([CH3:21])[CH3:20])[C:10]1=[O:24].[H-].[Na+].I[CH3:28], predict the reaction product.